Dataset: Catalyst prediction with 721,799 reactions and 888 catalyst types from USPTO. Task: Predict which catalyst facilitates the given reaction. (1) Reactant: [C:1]([O:5][C:6]([N:8]1[CH2:12][C@H:11]([F:13])[C@@H:10]([O:14][CH3:15])[C@H:9]1[C:16]([OH:18])=O)=[O:7])([CH3:4])([CH3:3])[CH3:2].C(OC(N1C[C@@H](OC)[C@H](F)[C@H]1C(O)=O)=O)(C)(C)C.[CH3:37][C:38]([CH3:43])([CH3:42])[CH2:39][CH2:40][NH2:41].CN(C(ON1N=NC2C=CC=CC1=2)=[N+](C)C)C.F[P-](F)(F)(F)(F)F.CCN(C(C)C)C(C)C. Product: [C:1]([O:5][C:6]([N:8]1[CH2:12][C@H:11]([F:13])[C@@H:10]([O:14][CH3:15])[C@H:9]1[C:16](=[O:18])[NH:41][CH2:40][CH2:39][C:38]([CH3:43])([CH3:42])[CH3:37])=[O:7])([CH3:2])([CH3:3])[CH3:4]. The catalyst class is: 2. (2) Product: [I:24][C:6]1[CH:5]=[C:4]([O:3][CH3:2])[C:10]([O:11][CH2:12][C:13]([F:16])([F:15])[F:14])=[C:9]([O:17][CH3:18])[CH:8]=1. The catalyst class is: 6. Reactant: Cl.[CH3:2][O:3][C:4]1[CH:5]=[C:6]([CH:8]=[C:9]([O:17][CH3:18])[C:10]=1[O:11][CH2:12][C:13]([F:16])([F:15])[F:14])N.Cl.N([O-])=O.[Na+].[I-:24].[K+]. (3) Product: [F:15][C:11]1[CH:12]=[CH:13][C:14]2[N:9]([C:8]([S:16][C:17]3[CH:18]=[CH:19][C:20]([C:23]4[CH:24]=[N:25][CH:26]=[N:27][CH:28]=4)=[CH:21][CH:22]=3)=[C:7]([CH3:29])[C:6]=2[CH2:5][C:4]([OH:30])=[O:3])[CH:10]=1. The catalyst class is: 5. Reactant: C([O:3][C:4](=[O:30])[CH2:5][C:6]1[C:7]([CH3:29])=[C:8]([S:16][C:17]2[CH:22]=[CH:21][C:20]([C:23]3[CH:24]=[N:25][CH:26]=[N:27][CH:28]=3)=[CH:19][CH:18]=2)[N:9]2[C:14]=1[CH:13]=[CH:12][C:11]([F:15])=[CH:10]2)C.[OH-].[Na+]. (4) Reactant: [Cl:1][C:2]1[CH:3]=[C:4]([C:8](=O)[C:9]([N:14]2C(=O)C3C(=CC=CC=3)C2=O)=[CH:10][N:11](C)C)[CH:5]=[CH:6][CH:7]=1.[NH2:26]N. Product: [Cl:1][C:2]1[CH:3]=[C:4]([C:8]2[C:9]([NH2:14])=[CH:10][NH:11][N:26]=2)[CH:5]=[CH:6][CH:7]=1. The catalyst class is: 8.